From a dataset of Reaction yield outcomes from USPTO patents with 853,638 reactions. Predict the reaction yield, written as a fraction of the theoretical maximum amount of product (1.0 means a 100% yield; for example, 0.34 means a 34% yield). (1) The reactants are [CH3:1][S:2]([C:5]1[CH:6]=[CH:7][C:8]([O:14][CH:15]([CH3:20])[C:16]([F:19])([F:18])[F:17])=[C:9]([CH:13]=1)[C:10]([OH:12])=O)(=[O:4])=[O:3].Cl.[N:22]1[CH:27]=[CH:26][CH:25]=[CH:24][C:23]=1[S:28]([C:31]1[S:35][C:34]([N:36]2[CH2:41][CH2:40][NH:39][CH2:38][CH2:37]2)=[N:33][CH:32]=1)(=[O:30])=[O:29]. No catalyst specified. The product is [CH3:1][S:2]([C:5]1[CH:6]=[CH:7][C:8]([O:14][CH:15]([CH3:20])[C:16]([F:19])([F:18])[F:17])=[C:9]([C:10]([N:39]2[CH2:38][CH2:37][N:36]([C:34]3[S:35][C:31]([S:28]([C:23]4[CH:24]=[CH:25][CH:26]=[CH:27][N:22]=4)(=[O:30])=[O:29])=[CH:32][N:33]=3)[CH2:41][CH2:40]2)=[O:12])[CH:13]=1)(=[O:3])=[O:4]. The yield is 0.680. (2) The reactants are O.[OH-].[Ba+2].[OH-].[Br:5][C:6]1[CH:11]=[CH:10][C:9](I)=[C:8]([CH3:13])[CH:7]=1.[Cl:14][C:15]1[CH:16]=[C:17](B(O)O)[CH:18]=[CH:19][CH:20]=1. The catalyst is O1CCOCC1.O.C1(P(C2C=CC=CC=2)C2C=CC=CC=2)C=CC=CC=1.C1(P(C2C=CC=CC=2)C2C=CC=CC=2)C=CC=CC=1.C1(P(C2C=CC=CC=2)C2C=CC=CC=2)C=CC=CC=1.C1(P(C2C=CC=CC=2)C2C=CC=CC=2)C=CC=CC=1.[Pd]. The product is [Br:5][C:6]1[CH:11]=[CH:10][C:9]([C:19]2[CH:18]=[CH:17][CH:16]=[C:15]([Cl:14])[CH:20]=2)=[C:8]([CH3:13])[CH:7]=1. The yield is 0.210. (3) The reactants are C([O:3][C:4](=[O:17])[C:5]([S:8][C:9]1[CH:14]=[CH:13][CH:12]=[C:11]([F:15])[C:10]=1[F:16])([CH3:7])[CH3:6])C.C[Si](C)(C)[O-].[K+]. The catalyst is C1COCC1. The product is [F:16][C:10]1[C:11]([F:15])=[CH:12][CH:13]=[CH:14][C:9]=1[S:8][C:5]([CH3:7])([CH3:6])[C:4]([OH:17])=[O:3]. The yield is 0.900. (4) The reactants are Br[C:2]1[C:3]([O:15][CH3:16])=[CH:4][C:5]([O:13][CH3:14])=[C:6]([CH:8]2[O:12][CH2:11][CH2:10][O:9]2)[CH:7]=1.CCN(CC)CC.C1(P(C2CCCCC2)C2C=CC=CC=2C2C=CC=CC=2)CCCCC1.[CH3:49][C:50]1([CH3:57])[C:54]([CH3:56])([CH3:55])[O:53][BH:52][O:51]1.[NH4+].[Cl-]. The catalyst is O1CCOCC1.CC([O-])=O.CC([O-])=O.[Pd+2].O. The product is [O:9]1[CH2:10][CH2:11][O:12][CH:8]1[C:6]1[C:5]([O:13][CH3:14])=[CH:4][C:3]([O:15][CH3:16])=[C:2]([B:52]2[O:53][C:54]([CH3:56])([CH3:55])[C:50]([CH3:57])([CH3:49])[O:51]2)[CH:7]=1. The yield is 0.590.